Dataset: Reaction yield outcomes from USPTO patents with 853,638 reactions. Task: Predict the reaction yield, written as a fraction of the theoretical maximum amount of product (1.0 means a 100% yield; for example, 0.34 means a 34% yield). (1) The reactants are [Cl:1][C:2]1[CH:3]=[C:4]([CH:12]([CH2:22][CH:23]2[CH2:27][CH2:26][C:25](=O)[CH2:24]2)[C:13]([NH:15][C:16]2[CH:21]=[N:20][CH:19]=[CH:18][N:17]=2)=[O:14])[CH:5]=[CH:6][C:7]=1[S:8]([CH3:11])(=[O:10])=[O:9].Cl.[CH3:30][O:31][NH2:32]. The catalyst is CO.N1C=CC=CC=1. The product is [Cl:1][C:2]1[CH:3]=[C:4]([CH:12]([CH2:22][CH:23]2[CH2:27][CH2:26][C:25](=[N:32][O:31][CH3:30])[CH2:24]2)[C:13]([NH:15][C:16]2[CH:21]=[N:20][CH:19]=[CH:18][N:17]=2)=[O:14])[CH:5]=[CH:6][C:7]=1[S:8]([CH3:11])(=[O:10])=[O:9]. The yield is 0.780. (2) The reactants are C[O:2][C:3](=[O:31])[C:4]1[CH:9]=[CH:8][C:7]([CH:10]([C:19]2[CH:24]=[CH:23][N:22]=[CH:21][CH:20]=2)[O:11][Si:12]([C:15]([CH3:18])([CH3:17])[CH3:16])([CH3:14])[CH3:13])=[CH:6][C:5]=1[C:25]1[CH:30]=[CH:29][CH:28]=[CH:27][CH:26]=1.[Li+].[OH-]. The catalyst is CO. The product is [N:22]1[CH:21]=[CH:20][C:19]([CH:10]([O:11][Si:12]([C:15]([CH3:18])([CH3:17])[CH3:16])([CH3:13])[CH3:14])[C:7]2[CH:8]=[CH:9][C:4]([C:3]([OH:31])=[O:2])=[C:5]([C:25]3[CH:30]=[CH:29][CH:28]=[CH:27][CH:26]=3)[CH:6]=2)=[CH:24][CH:23]=1. The yield is 0.270. (3) The reactants are [C:1]([C:5]1[CH:10]=[CH:9][C:8]([NH2:11])=[CH:7][C:6]=1[N+:12]([O-:14])=[O:13])([CH3:4])([CH3:3])[CH3:2].[CH3:15][C:16]([O:19][C:20](O[C:20]([O:19][C:16]([CH3:18])([CH3:17])[CH3:15])=[O:21])=[O:21])([CH3:18])[CH3:17]. The catalyst is [OH-].[Na+].C1COCC1. The product is [C:16]([O:19][C:20](=[O:21])[NH:11][C:8]1[CH:9]=[CH:10][C:5]([C:1]([CH3:4])([CH3:2])[CH3:3])=[C:6]([N+:12]([O-:14])=[O:13])[CH:7]=1)([CH3:18])([CH3:17])[CH3:15]. The yield is 0.740. (4) The reactants are Cl.[C:2](=[NH:11])(OC)[C:3]1[CH:8]=[CH:7][CH:6]=[CH:5][CH:4]=1.[CH3:12][NH:13][NH2:14].Cl[C:16]([C:18]1[CH:27]=[CH:26][C:21]([C:22]([O:24][CH3:25])=[O:23])=[CH:20][CH:19]=1)=O.N1C=CC=CC=1. The catalyst is CO.O. The product is [CH3:12][N:13]1[C:2]([C:3]2[CH:8]=[CH:7][CH:6]=[CH:5][CH:4]=2)=[N:11][C:16]([C:18]2[CH:27]=[CH:26][C:21]([C:22]([O:24][CH3:25])=[O:23])=[CH:20][CH:19]=2)=[N:14]1. The yield is 0.440.